This data is from Reaction yield outcomes from USPTO patents with 853,638 reactions. The task is: Predict the reaction yield, written as a fraction of the theoretical maximum amount of product (1.0 means a 100% yield; for example, 0.34 means a 34% yield). (1) The reactants are [C:1]([C:5]1[C:13]2[C:8](=[CH:9][C:10]([N+:14]([O-])=O)=[CH:11][CH:12]=2)[NH:7][CH:6]=1)([CH3:4])([CH3:3])[CH3:2]. The catalyst is C(O)C.[Ni]. The product is [C:1]([C:5]1[C:13]2[C:8](=[CH:9][C:10]([NH2:14])=[CH:11][CH:12]=2)[NH:7][CH:6]=1)([CH3:4])([CH3:2])[CH3:3]. The yield is 0.773. (2) The reactants are [OH:1][CH2:2][C:3]1[NH:7][C:6]([C:8]2[C:9](=[O:15])[NH:10][CH:11]=[CH:12][C:13]=2[I:14])=[N:5][C:4]=1[CH3:16].[CH3:17]C(OI1(OC(C)=O)(OC(C)=O)OC(=O)C2C=CC=CC1=2)=O.C(OCC)(=O)C. The catalyst is ClCCl. The product is [I:14][C:13]1[CH:12]=[CH:11][N:10]=[C:9]([O:15][CH3:17])[C:8]=1[C:6]1[NH:7][C:3]([CH:2]=[O:1])=[C:4]([CH3:16])[N:5]=1. The yield is 0.450. (3) The reactants are Br[C:2]1[CH:10]=[CH:9][CH:8]=[CH:7][C:3]=1[C:4]([OH:6])=[O:5].[Li][CH2:12][CH2:13][CH2:14]C.CCCCCC.CC(C)=O. The catalyst is C1COCC1. The product is [CH3:12][C:13]1([CH3:14])[C:2]2[CH:10]=[CH:9][CH:8]=[CH:7][C:3]=2[C:4](=[O:5])[O:6]1. The yield is 0.400.